From a dataset of Reaction yield outcomes from USPTO patents with 853,638 reactions. Predict the reaction yield, written as a fraction of the theoretical maximum amount of product (1.0 means a 100% yield; for example, 0.34 means a 34% yield). The reactants are C[Al](C)C.[CH2:5](O)C(C)C.[CH:10]1([C:16]#[CH:17])[CH2:15][CH2:14][CH2:13][CH2:12][CH2:11]1.I[C:19]1[CH:24]=[CH:23][C:22]([O:25][CH3:26])=[CH:21][CH:20]=1. The catalyst is C1COCC1.CCOC(C)=O.[CH-]1C=CC=C1.[CH-]1C=CC=C1.[Zr+2].Cl[Ni](Cl)([P](C1C=CC=CC=1)(C1C=CC=CC=1)C1C=CC=CC=1)[P](C1C=CC=CC=1)(C1C=CC=CC=1)C1C=CC=CC=1.[Li]CCCC. The yield is 0.850. The product is [CH:10]1(/[C:16](/[CH3:5])=[CH:17]/[C:22]2([O:25][CH3:26])[CH:23]=[CH:24][CH:19]=[CH:20][CH2:21]2)[CH2:15][CH2:14][CH2:13][CH2:12][CH2:11]1.